This data is from Reaction yield outcomes from USPTO patents with 853,638 reactions. The task is: Predict the reaction yield, written as a fraction of the theoretical maximum amount of product (1.0 means a 100% yield; for example, 0.34 means a 34% yield). (1) The reactants are BrC1C=CC([C:8]2[CH:13]=[CH:12][C:11]([C:14]3[C:15]4[C:20]([C:21]([C:28]5[CH:33]=[CH:32][CH:31]=[CH:30][CH:29]=5)=[C:22]5[C:27]=3[CH:26]=[CH:25][CH:24]=[CH:23]5)=[CH:19][CH:18]=[CH:17][CH:16]=4)=[CH:10][CH:9]=2)=CC=1.[C:34]1([NH:40][C:41]2[CH:46]=[CH:45][C:44]([C:47]3[CH:65]=[CH:64][C:50]([N:51]([C:58]4[CH:63]=[CH:62][CH:61]=[CH:60][CH:59]=4)[C:52]4[CH:57]=[CH:56][CH:55]=[CH:54][CH:53]=4)=[CH:49][CH:48]=3)=[CH:43][CH:42]=2)[CH:39]=[CH:38][CH:37]=[CH:36][CH:35]=1.C[C:67]([CH3:70])([O-])[CH3:68].[Na+].[C:72](P(C(C)(C)C)C(C)(C)C)(C)([CH3:74])[CH3:73]. The catalyst is C1C=CC(/C=C/C(/C=C/C2C=CC=CC=2)=O)=CC=1.C1C=CC(/C=C/C(/C=C/C2C=CC=CC=2)=O)=CC=1.[Pd].C1(C)C=CC=CC=1. The product is [C:11]1([C:14]2[C:15]3[C:20](=[CH:19][CH:18]=[CH:17][CH:16]=3)[C:21]([C:28]3[CH:29]=[CH:30][C:31]([C:55]4[CH:56]=[CH:57][C:52]([N:51]([C:58]5[CH:59]=[CH:60][CH:61]=[CH:62][CH:63]=5)[C:50]5[CH:64]=[CH:65][C:47]([C:44]6[CH:45]=[CH:46][C:41]([N:40]([C:68]7[CH:67]=[CH:70][CH:74]=[CH:72][CH:73]=7)[C:34]7[CH:39]=[CH:38][CH:37]=[CH:36][CH:35]=7)=[CH:42][CH:43]=6)=[CH:48][CH:49]=5)=[CH:53][CH:54]=4)=[CH:32][CH:33]=3)=[C:22]3[C:27]=2[CH:26]=[CH:25][CH:24]=[CH:23]3)[CH:12]=[CH:13][CH:8]=[CH:9][CH:10]=1. The yield is 0.500. (2) The reactants are [Br:1][C:2]1[CH:3]=[C:4]([NH:10][C:11]2[CH:16]=[CH:15][C:14]([N:17]3[CH2:22][CH2:21][NH:20][CH2:19][C:18]3([CH3:24])[CH3:23])=[CH:13][N:12]=2)[C:5](=[O:9])[N:6]([CH3:8])[CH:7]=1.[O:25]1[CH2:28][C:27](=O)[CH2:26]1.[BH3-]C#N.[Na+]. The catalyst is CO.[Cl-].[Zn+2].[Cl-]. The product is [Br:1][C:2]1[CH:3]=[C:4]([NH:10][C:11]2[CH:16]=[CH:15][C:14]([N:17]3[CH2:22][CH2:21][N:20]([CH:27]4[CH2:28][O:25][CH2:26]4)[CH2:19][C:18]3([CH3:24])[CH3:23])=[CH:13][N:12]=2)[C:5](=[O:9])[N:6]([CH3:8])[CH:7]=1. The yield is 0.780. (3) The reactants are [F:1][C:2]1[CH:7]=[C:6]([CH3:8])[CH:5]=[CH:4][C:3]=1[B:9]([OH:11])[OH:10].O[C:13]([C:16](O)([CH3:18])[CH3:17])([CH3:15])[CH3:14].O.C1(C)C=CC(S(O)(=O)=O)=CC=1. The product is [F:1][C:2]1[CH:7]=[C:6]([CH3:8])[CH:5]=[CH:4][C:3]=1[B:9]1[O:10][C:16]([CH3:18])([CH3:17])[C:13]([CH3:15])([CH3:14])[O:11]1. The yield is 0.970. The catalyst is C(OCC)C. (4) The reactants are [CH3:1][O:2][C:3]([NH:5][C@H:6]([C:10]([N:12]1[C@H:17]([C:18]2[NH:22][C:21]3[C:23]4[C:28]([CH:29]=[CH:30][C:20]=3[N:19]=2)=[CH:27][C:26]2[C:31]3[C:36]([CH2:37][O:38][C:25]=2[CH:24]=4)=[CH:35][C:34]([C:39]2[NH:43][C:42]([C@@H:44]4[CH2:48][C@H:47]([CH2:49][O:50][CH3:51])[CH2:46][N:45]4C(OC(C)(C)C)=O)=[N:41][CH:40]=2)=[CH:33][CH:32]=3)[CH2:16][C@H:15]2[C@@H:13]1[CH2:14]2)=[O:11])[CH:7]([CH3:9])[CH3:8])=[O:4].Cl.[CH3:60][O:61][C:62]([NH:64][C@H:65]([C:69]1[CH:74]=[CH:73][CH:72]=[CH:71][CH:70]=1)[C:66]([OH:68])=O)=[O:63].CCN(C(C)C)C(C)C.CCOC(C(C#N)=NOC(N1CCOCC1)=[N+](C)C)=O.F[P-](F)(F)(F)(F)F. The product is [CH3:1][O:2][C:3]([NH:5][C@@H:6]([CH:7]([CH3:9])[CH3:8])[C:10]([N:12]1[C@H:17]([C:18]2[NH:22][C:21]3[C:23]4[C:28]([CH:29]=[CH:30][C:20]=3[N:19]=2)=[CH:27][C:26]2[C:31]3[C:36]([CH2:37][O:38][C:25]=2[CH:24]=4)=[CH:35][C:34]([C:39]2[NH:43][C:42]([C@@H:44]4[CH2:48][C@H:47]([CH2:49][O:50][CH3:51])[CH2:46][N:45]4[C:66](=[O:68])[C@H:65]([NH:64][C:62](=[O:63])[O:61][CH3:60])[C:69]4[CH:74]=[CH:73][CH:72]=[CH:71][CH:70]=4)=[N:41][CH:40]=2)=[CH:33][CH:32]=3)[CH2:16][C@H:15]2[C@@H:13]1[CH2:14]2)=[O:11])=[O:4]. The yield is 0.550. The catalyst is C(Cl)Cl.CO.CN(C=O)C.[Li+].[OH-].